From a dataset of NCI-60 drug combinations with 297,098 pairs across 59 cell lines. Regression. Given two drug SMILES strings and cell line genomic features, predict the synergy score measuring deviation from expected non-interaction effect. (1) Drug 1: CNC(=O)C1=CC=CC=C1SC2=CC3=C(C=C2)C(=NN3)C=CC4=CC=CC=N4. Drug 2: CC(C1=C(C=CC(=C1Cl)F)Cl)OC2=C(N=CC(=C2)C3=CN(N=C3)C4CCNCC4)N. Cell line: EKVX. Synergy scores: CSS=14.3, Synergy_ZIP=-2.21, Synergy_Bliss=3.31, Synergy_Loewe=4.07, Synergy_HSA=3.83. (2) Cell line: SK-MEL-28. Synergy scores: CSS=-1.44, Synergy_ZIP=2.20, Synergy_Bliss=2.28, Synergy_Loewe=-1.59, Synergy_HSA=-1.80. Drug 1: C1=NC2=C(N1)C(=S)N=CN2. Drug 2: CCCCCOC(=O)NC1=NC(=O)N(C=C1F)C2C(C(C(O2)C)O)O.